Dataset: Catalyst prediction with 721,799 reactions and 888 catalyst types from USPTO. Task: Predict which catalyst facilitates the given reaction. Reactant: [C:1]([CH2:4][N:5]1[C@H:8]([C@H:9]([C:11]([C:13]2[CH:18]=[CH:17][C:16]([Cl:19])=[CH:15][CH:14]=2)=[S:12])[CH3:10])[C@@H:7]([C@H:20]([OH:22])[CH3:21])[C:6]1=[O:23])([OH:3])=[O:2].[C:24]([O:30][CH2:31]Cl)(=[O:29])[C:25]([CH3:28])([CH3:27])[CH3:26].[I-].[Na+].C(N(C(C)C)CC)(C)C. Product: [Cl:19][C:16]1[CH:15]=[CH:14][C:13]([C:11]([C@@H:9]([C@H:8]2[N:5]([CH2:4][C:1]([O:3][CH2:31][O:30][C:24](=[O:29])[C:25]([CH3:28])([CH3:27])[CH3:26])=[O:2])[C:6](=[O:23])[C@@H:7]2[C@H:20]([OH:22])[CH3:21])[CH3:10])=[S:12])=[CH:18][CH:17]=1. The catalyst class is: 885.